This data is from Reaction yield outcomes from USPTO patents with 853,638 reactions. The task is: Predict the reaction yield, written as a fraction of the theoretical maximum amount of product (1.0 means a 100% yield; for example, 0.34 means a 34% yield). (1) The reactants are Cl.[Cl:2][C:3]1[N:8]=[CH:7][C:6]([CH2:9][N:10]2[CH:15]=[CH:14][CH:13]=[CH:12][C:11]2=[NH:16])=[CH:5][CH:4]=1.C(N(CC)CC)C.[Cl:24][C:25]([Cl:30])([Cl:29])[C:26](Cl)=[O:27].O. The catalyst is ClCCl. The product is [Cl:24][C:25]([Cl:30])([Cl:29])[C:26]([N:16]=[C:11]1[CH:12]=[CH:13][CH:14]=[CH:15][N:10]1[CH2:9][C:6]1[CH:7]=[N:8][C:3]([Cl:2])=[CH:4][CH:5]=1)=[O:27]. The yield is 0.620. (2) The reactants are [Cl:1][C:2]1[CH:7]=[CH:6][N:5]=[C:4]2[N:8]([CH:14]3[CH2:17][O:16][CH2:15]3)[CH:9]=[C:10]([C:11]([OH:13])=O)[C:3]=12.CCN(CC)CC.CN(C(ON1N=NC2C=CC=NC1=2)=[N+](C)C)C.F[P-](F)(F)(F)(F)F.[NH2:49][CH2:50][C@:51]1([OH:58])[CH2:56][CH2:55][CH2:54][C@H:53]([CH3:57])[CH2:52]1. The catalyst is CN(C=O)C. The product is [OH:58][C@@:51]1([CH2:50][NH:49][C:11]([C:10]2[C:3]3[C:4](=[N:5][CH:6]=[CH:7][C:2]=3[Cl:1])[N:8]([CH:14]3[CH2:17][O:16][CH2:15]3)[CH:9]=2)=[O:13])[CH2:56][CH2:55][CH2:54][C@H:53]([CH3:57])[CH2:52]1. The yield is 0.205. (3) The yield is 0.691. The product is [CH:17]1([NH:20][C:21](=[O:34])[C:22]2[CH:23]=[CH:24][C:25]([N:28]3[CH2:29][CH2:30][N:31]([CH2:2][C:3]4[CH:16]=[N:15][C:6]5[C:7]6[N:8]([CH:12]=[CH:13][CH:14]=6)[C:9](=[O:11])[NH:10][C:5]=5[CH:4]=4)[CH2:32][CH2:33]3)=[CH:26][CH:27]=2)[CH2:19][CH2:18]1. The catalyst is C(#N)CC. The reactants are O[CH2:2][C:3]1[CH:16]=[N:15][C:6]2[C:7]3[N:8]([CH:12]=[CH:13][CH:14]=3)[C:9](=[O:11])[NH:10][C:5]=2[CH:4]=1.[CH:17]1([NH:20][C:21](=[O:34])[C:22]2[CH:27]=[CH:26][C:25]([N:28]3[CH2:33][CH2:32][NH:31][CH2:30][CH2:29]3)=[CH:24][CH:23]=2)[CH2:19][CH2:18]1.[I-].C(C[P+](C)(C)C)#N.C(N(C(C)C)C(C)C)C. (4) The reactants are Cl[C:2]1[CH:7]=[C:6]([Cl:8])[N:5]=[C:4]([NH2:9])[N:3]=1.[Cl:10][C:11]1[CH:12]=[CH:13][C:14]([CH3:20])=[C:15](B(O)O)[CH:16]=1.C1(P(C2C=CC=CC=2)C2C=CC=CC=2)C=CC=CC=1.C(=O)([O-])[O-].[Na+].[Na+]. The catalyst is O.C([O-])(=O)C.[Pd+2].C([O-])(=O)C.CC(C)=O.C(COC)OC. The product is [Cl:8][C:6]1[CH:7]=[C:2]([C:13]2[CH:12]=[C:11]([Cl:10])[CH:16]=[CH:15][C:14]=2[CH3:20])[N:3]=[C:4]([NH2:9])[N:5]=1. The yield is 0.350. (5) The yield is 0.750. No catalyst specified. The reactants are CC1OC(CC2CCC(C3SC(C4C=CC(N)=CC=4)=CN=3)CC2)=NN=1.[N+:26]([C:29]1[CH:34]=[CH:33][C:32]([C:35]2[S:39][C:38]([C:40]34[CH2:49][CH:44]5[CH2:45][CH:46]([CH2:48][C:42]([C:50]([O:52][CH3:53])=[O:51])([CH2:43]5)[CH2:41]3)[CH2:47]4)=[N:37][CH:36]=2)=[CH:31][CH:30]=1)([O-])=O. The product is [NH2:26][C:29]1[CH:34]=[CH:33][C:32]([C:35]2[S:39][C:38]([C:40]34[CH2:49][CH:44]5[CH2:45][CH:46]([CH2:48][C:42]([C:50]([O:52][CH3:53])=[O:51])([CH2:43]5)[CH2:41]3)[CH2:47]4)=[N:37][CH:36]=2)=[CH:31][CH:30]=1. (6) The reactants are [Br:1][C:2]1[C:3]([I:21])=[C:4]2[N:10]=[C:9]([C:11]3[CH:20]=[CH:19][C:14]([C:15]([O:17]C)=[O:16])=[CH:13][CH:12]=3)[NH:8][C:5]2=[N:6][CH:7]=1.O.[OH-].[Li+].Cl. The catalyst is C1COCC1.O. The product is [Br:1][C:2]1[C:3]([I:21])=[C:4]2[N:10]=[C:9]([C:11]3[CH:20]=[CH:19][C:14]([C:15]([OH:17])=[O:16])=[CH:13][CH:12]=3)[NH:8][C:5]2=[N:6][CH:7]=1. The yield is 0.820.